Dataset: Reaction yield outcomes from USPTO patents with 853,638 reactions. Task: Predict the reaction yield, written as a fraction of the theoretical maximum amount of product (1.0 means a 100% yield; for example, 0.34 means a 34% yield). The reactants are [ClH:1].Cl.[Cl:3][C:4]1[CH:9]=[CH:8][C:7]([NH:10][C:11]([N:13]2[CH2:18][CH2:17][NH:16][CH2:15][CH:14]2[CH2:19][O:20][C:21]2[CH:22]=[N:23][CH:24]=[CH:25][CH:26]=2)=[O:12])=[CH:6][CH:5]=1.[CH:27](O)=O.[OH-].[Na+]. The catalyst is C=O.O. The yield is 0.0700. The product is [ClH:3].[ClH:1].[Cl:3][C:4]1[CH:9]=[CH:8][C:7]([NH:10][C:11]([N:13]2[CH2:18][CH2:17][N:16]([CH3:27])[CH2:15][CH:14]2[CH2:19][O:20][C:21]2[CH:22]=[N:23][CH:24]=[CH:25][CH:26]=2)=[O:12])=[CH:6][CH:5]=1.